From a dataset of Forward reaction prediction with 1.9M reactions from USPTO patents (1976-2016). Predict the product of the given reaction. (1) Given the reactants [C:1]([O:4][C@@H:5]1[C@@H:10]([O:11][C:12](=[O:14])[CH3:13])[C@H:9]([O:15][C:16](=[O:18])[CH3:17])[C@@H:8]([CH2:19][O:20][C:21](=[O:23])[CH3:22])[O:7][C@H:6]1[O:24][C:25]1[C:29]([CH2:30][C:31]2[CH:36]=[CH:35][C:34]([O:37][CH2:38][CH2:39][CH2:40]N)=[CH:33][C:32]=2[CH3:42])=[C:28]([CH:43]([CH3:45])[CH3:44])[NH:27][N:26]=1)(=[O:3])[CH3:2].[CH2:46]([O:53][C:54]([NH:56][C:57]([N:59]1C=CC=N1)=[NH:58])=[O:55])[C:47]1[CH:52]=[CH:51][CH:50]=[CH:49][CH:48]=1, predict the reaction product. The product is: [C:1]([O:4][C@@H:5]1[C@@H:10]([O:11][C:12](=[O:14])[CH3:13])[C@H:9]([O:15][C:16](=[O:18])[CH3:17])[C@@H:8]([CH2:19][O:20][C:21](=[O:23])[CH3:22])[O:7][C@H:6]1[O:24][C:25]1[C:29]([CH2:30][C:31]2[CH:36]=[CH:35][C:34]([O:37][CH2:38][CH2:39][CH2:40][N:56]([C:54]([O:53][CH2:46][C:47]3[CH:48]=[CH:49][CH:50]=[CH:51][CH:52]=3)=[O:55])[C:57]([NH2:59])=[NH:58])=[CH:33][C:32]=2[CH3:42])=[C:28]([CH:43]([CH3:44])[CH3:45])[NH:27][N:26]=1)(=[O:3])[CH3:2]. (2) Given the reactants [NH2:1][C:2]1[C:7]([C:8]([C:10]2[CH:15]=[CH:14][C:13]([Cl:16])=[CH:12][CH:11]=2)=[O:9])=[CH:6][N:5]=[C:4](S(CC)=O)[N:3]=1.FC(F)(F)C(O)=O.[CH3:28][S:29]([N:32]1[CH2:37][CH2:36][CH:35]([NH2:38])[CH2:34][CH2:33]1)(=[O:31])=[O:30], predict the reaction product. The product is: [NH2:1][C:2]1[C:7]([C:8]([C:10]2[CH:11]=[CH:12][C:13]([Cl:16])=[CH:14][CH:15]=2)=[O:9])=[CH:6][N:5]=[C:4]([NH:38][CH:35]2[CH2:36][CH2:37][N:32]([S:29]([CH3:28])(=[O:31])=[O:30])[CH2:33][CH2:34]2)[N:3]=1. (3) Given the reactants C(OC(=O)[NH:7][C:8]1([C:14]2[N:19]=[C:18]([C:20]([NH:22][CH2:23][C:24]3[CH:29]=[CH:28][C:27]([F:30])=[CH:26][C:25]=3[S:31]([CH3:34])(=[O:33])=[O:32])=[O:21])[C:17]([OH:35])=[C:16]([OH:36])[N:15]=2)[CH2:13][CH2:12][O:11][CH2:10][CH2:9]1)(C)(C)C.[F:38][C:39]([F:44])([F:43])[C:40]([OH:42])=[O:41], predict the reaction product. The product is: [F:38][C:39]([F:44])([F:43])[C:40]([OH:42])=[O:41].[NH2:7][C:8]1([C:14]2[N:19]=[C:18]([C:20]([NH:22][CH2:23][C:24]3[CH:29]=[CH:28][C:27]([F:30])=[CH:26][C:25]=3[S:31]([CH3:34])(=[O:33])=[O:32])=[O:21])[C:17]([OH:35])=[C:16]([OH:36])[N:15]=2)[CH2:9][CH2:10][O:11][CH2:12][CH2:13]1. (4) The product is: [NH2:1][C:4]1[CH:5]=[CH:6][C:7]([N:10]2[CH2:15][CH2:14][CH2:13][O:12][C:11]2=[O:16])=[CH:8][CH:9]=1. Given the reactants [N+:1]([C:4]1[CH:9]=[CH:8][C:7]([N:10]2[CH2:15][CH2:14][CH2:13][O:12][C:11]2=[O:16])=[CH:6][CH:5]=1)([O-])=O.[H][H], predict the reaction product. (5) Given the reactants COC(=O)C(O)=CC(=O)N(CC1C=CC(Cl)=C(Cl)C=1)C.C=O.[CH3:23][N:24]1[CH2:29][CH2:28][N:27]([CH2:30][CH2:31][NH2:32])[CH2:26][CH2:25]1.[Cl:33][C:34]1[CH:35]=[C:36]([CH:50]=[CH:51][C:52]=1[Cl:53])[CH2:37][N:38]([CH3:49])[C:39]([C:41]1[CH2:42]N(C)[C:44](=[O:47])[C:45]=1[OH:46])=[O:40], predict the reaction product. The product is: [Cl:33][C:34]1[CH:35]=[C:36]([CH:50]=[CH:51][C:52]=1[Cl:53])[CH2:37][N:38]([CH3:49])[C:39]([C:41]1[CH2:42][N:32]([CH2:31][CH2:30][N:27]2[CH2:28][CH2:29][N:24]([CH3:23])[CH2:25][CH2:26]2)[C:44](=[O:47])[C:45]=1[OH:46])=[O:40]. (6) Given the reactants [Cl:1][C:2]1[CH:7]=[CH:6][C:5]([C:8]2[N:17]=[C:16]([C:18](O)=[O:19])[C:15]3[C:10](=[CH:11][CH:12]=[CH:13][CH:14]=3)[N:9]=2)=[CH:4][CH:3]=1.Cl.[CH3:22][O:23][C:24]1[C:33]([O:34][CH3:35])=[CH:32][CH:31]=[C:30]2[C:25]=1[CH2:26][CH2:27][NH:28][CH2:29]2, predict the reaction product. The product is: [Cl:1][C:2]1[CH:3]=[CH:4][C:5]([C:8]2[N:17]=[C:16]([C:18]([N:28]3[CH2:27][CH2:26][C:25]4[C:30](=[CH:31][CH:32]=[C:33]([O:34][CH3:35])[C:24]=4[O:23][CH3:22])[CH2:29]3)=[O:19])[C:15]3[C:10](=[CH:11][CH:12]=[CH:13][CH:14]=3)[N:9]=2)=[CH:6][CH:7]=1.